Dataset: Forward reaction prediction with 1.9M reactions from USPTO patents (1976-2016). Task: Predict the product of the given reaction. Given the reactants C(N(CC)CC)C.Cl.[CH2:9]([O:16][NH2:17])[C:10]1[CH:15]=[CH:14][CH:13]=[CH:12][CH:11]=1.[Br:18][CH2:19][CH2:20][CH2:21][CH2:22][CH2:23][CH2:24][CH2:25][C:26](O)=[O:27].O=C1N(P(Cl)(N2CCOC2=O)=O)CCO1, predict the reaction product. The product is: [CH2:9]([O:16][NH:17][C:26](=[O:27])[CH2:25][CH2:24][CH2:23][CH2:22][CH2:21][CH2:20][CH2:19][Br:18])[C:10]1[CH:15]=[CH:14][CH:13]=[CH:12][CH:11]=1.